From a dataset of Experimentally validated miRNA-target interactions with 360,000+ pairs, plus equal number of negative samples. Binary Classification. Given a miRNA mature sequence and a target amino acid sequence, predict their likelihood of interaction. (1) The miRNA is hsa-miR-215-5p with sequence AUGACCUAUGAAUUGACAGAC. Result: 1 (interaction). The protein sequence of the target gene is MAKLRVAYEYTEAEDKSIRLGLFLIISGVVSLFIFGFCWLSPALQDLQATEANCTVLSVQQIGEVFECTFTCGADCRGTSQYPCVQVYVNNSESNSRALLHSDEHQLLTNPKCSYIPPCKRENQKNLESVMNWQQYWKDEIGSQPFTCYFNQHQRPDDVLLHRTHDEIVLLHCFLWPLVTFVVGVLIVVLTICAKSLAVKAEAMKKRKFS. (2) The miRNA is hsa-miR-181b-5p with sequence AACAUUCAUUGCUGUCGGUGGGU. The protein sequence of the target gene is MDLRHLLFTLALVCANDSLSASDDLLQWPQISKCRSPELETFSCYWTDGKVTTSGTIQLLYMKRSDEDWKECPDYITAGENSCYFNTSYTSIWIPYCVKLANKDEVFDEKCFSVDEIVLPDPPVHLNWTLLNTSQTGIHGDIQVRWDPPPTADVQKGWITLEYELQYKEVNETKWKELEPRLSTVVPLYSLKMGRDYEIRVRSRQRTSEKFGEFSEILYVSFTQAGIEFVHCAEEIEFPWFLVVVFGVCGLAVTAILILLSKQPRLKMLIFPPVPVPKIKGIDPDLLKKGKLDEVNSILA.... Result: 0 (no interaction). (3) The miRNA is mmu-miR-743a-3p with sequence GAAAGACACCAAGCUGAGUAGA. The protein sequence of the target gene is MTFGRSGAASVVLNVGGARYSLSRELLKDFPLRRVSRLHGCRSERDVLEVCDDYDRERNEYFFDRHSEAFGFILLYVRGHGKLRFAPRMCELSFYNEMIYWGLEGAHLEYCCQRRLDDRMSDTYTFYSADEPGVLGRDEARPGGAEAAPSRRWLERMRRTFEEPTSSLAAQILASVSVVFVIVSMVVLCASTLPDWRNAAADNRSLDDRSRYSAGPGREPSGIIEAICIGWFTAECIVRFIVSKNKCEFVKRPLNIIDLLAITPYYISVLMTVFTGENSQLQRAGVTLRVLRMMRIFWVI.... Result: 0 (no interaction).